Dataset: Reaction yield outcomes from USPTO patents with 853,638 reactions. Task: Predict the reaction yield, written as a fraction of the theoretical maximum amount of product (1.0 means a 100% yield; for example, 0.34 means a 34% yield). The reactants are [NH2:1][C:2]1[CH:7]=[CH:6][CH:5]=[CH:4][CH:3]=1.[O-]S([O-])(=O)=O.[Na+].[Na+].[CH:15](=O)[CH3:16].[CH2:18]([O:25][C:26](=[O:30])[NH:27][CH:28]=[CH2:29])[C:19]1[CH:24]=[CH:23][CH:22]=[CH:21][CH:20]=1.B(F)(F)F.CCOCC. The catalyst is C(Cl)Cl. The product is [CH2:18]([O:25][C:26](=[O:30])[NH:27][C@H:28]1[C:7]2[C:2](=[CH:3][CH:4]=[CH:5][CH:6]=2)[NH:1][C@@H:15]([CH3:16])[CH2:29]1)[C:19]1[CH:24]=[CH:23][CH:22]=[CH:21][CH:20]=1. The yield is 0.330.